Dataset: Reaction yield outcomes from USPTO patents with 853,638 reactions. Task: Predict the reaction yield, written as a fraction of the theoretical maximum amount of product (1.0 means a 100% yield; for example, 0.34 means a 34% yield). (1) The reactants are [Cl:1][C:2]1[CH:10]=[C:6]([C:7]([OH:9])=O)[C:5]([OH:11])=[CH:4][CH:3]=1.[NH2:12][C:13]1[CH:18]=[CH:17][N:16]=[C:15]([Cl:19])[CH:14]=1. No catalyst specified. The product is [Cl:1][C:2]1[CH:3]=[CH:4][C:5]([OH:11])=[C:6]([CH:10]=1)[C:7]([NH:12][C:13]1[CH:18]=[CH:17][N:16]=[C:15]([Cl:19])[CH:14]=1)=[O:9]. The yield is 0.122. (2) The reactants are [NH2:1][C@:2]1([CH2:23][OH:24])[CH2:6][CH2:5][C@H:4]([C:7]2[CH:16]=[CH:15][C:14]3[CH2:13][C@H:12]([CH2:17][CH2:18][CH2:19][CH2:20][CH2:21][CH3:22])[CH2:11][CH2:10][C:9]=3[CH:8]=2)[CH2:3]1.[C:25](O[C:25]([O:27][C:28]([CH3:31])([CH3:30])[CH3:29])=[O:26])([O:27][C:28]([CH3:31])([CH3:30])[CH3:29])=[O:26]. The catalyst is ClCCl. The product is [CH2:17]([C@@H:12]1[CH2:11][CH2:10][C:9]2[CH:8]=[C:7]([C@H:4]3[CH2:5][CH2:6][C@:2]([NH:1][C:25](=[O:26])[O:27][C:28]([CH3:31])([CH3:30])[CH3:29])([CH2:23][OH:24])[CH2:3]3)[CH:16]=[CH:15][C:14]=2[CH2:13]1)[CH2:18][CH2:19][CH2:20][CH2:21][CH3:22]. The yield is 0.960. (3) The reactants are Cl[C:2]1[CH:7]=[N:6][CH:5]=[C:4]([O:8][C:9]2[CH:14]=[CH:13][CH:12]=[CH:11][C:10]=2[F:15])[N:3]=1.[CH3:16][O:17][C:18]1[CH:19]=[C:20]([CH:22]=[C:23]([O:27][CH3:28])[C:24]=1[O:25][CH3:26])[NH2:21]. The catalyst is CCOC(C)=O.C1CCCCC1. The product is [CH3:28][O:27][C:23]1[CH:22]=[C:20]([NH:21][C:2]2[CH:7]=[N:6][CH:5]=[C:4]([O:8][C:9]3[CH:14]=[CH:13][CH:12]=[CH:11][C:10]=3[F:15])[N:3]=2)[CH:19]=[C:18]([O:17][CH3:16])[C:24]=1[O:25][CH3:26]. The yield is 0.710. (4) The reactants are [CH2:1]([O:3][C@@H:4]1[CH2:8][N:7]([C:9](=[O:19])[C@H:10]([CH:16]([CH3:18])[CH3:17])[NH:11][C:12]([O:14][CH3:15])=[O:13])[C@H:6]([C:20]2[NH:24][C:23]3[C:25]4[C:30]([CH:31]=[CH:32][C:22]=3[N:21]=2)=[CH:29][C:28]2[C:33]3[C:38]([CH2:39][O:40][C:27]=2[CH:26]=4)=[CH:37][C:36]([C:41]2[NH:45][C:44]([C@@H:46]4[CH2:50][CH2:49][CH2:48][N:47]4[C:51](OC(C)(C)C)=[O:52])=[N:43][CH:42]=2)=[CH:35][CH:34]=3)[CH2:5]1)[CH3:2].Cl.[CH3:59][O:60][C:61]([NH:63][C@H:64]([C:68]1[CH:73]=[CH:72][CH:71]=[CH:70][CH:69]=1)C(O)=O)=[O:62].CCN(C(C)C)C(C)C.CCOC(C(C#N)=NOC(N1CCOCC1)=[N+](C)C)=O.F[P-](F)(F)(F)(F)F. The catalyst is C(Cl)Cl.CO.CN(C=O)C. The product is [CH2:1]([O:3][C@@H:4]1[CH2:8][N:7]([C:9](=[O:19])[C@@H:10]([NH:11][C:12]([O:14][CH3:15])=[O:13])[CH:16]([CH3:18])[CH3:17])[C@H:6]([C:20]2[NH:24][C:23]3[C:25]4[C:30]([CH:31]=[CH:32][C:22]=3[N:21]=2)=[CH:29][C:28]2[C:33]3[C:38]([CH2:39][O:40][C:27]=2[CH:26]=4)=[CH:37][C:36]([C:41]2[NH:45][C:44]([C@@H:46]4[CH2:50][CH2:49][CH2:48][N:47]4[C:51](=[O:52])[C@H:64]([NH:63][C:61](=[O:62])[O:60][CH3:59])[C:68]4[CH:73]=[CH:72][CH:71]=[CH:70][CH:69]=4)=[N:43][CH:42]=2)=[CH:35][CH:34]=3)[CH2:5]1)[CH3:2]. The yield is 0.180.